This data is from Reaction yield outcomes from USPTO patents with 853,638 reactions. The task is: Predict the reaction yield, written as a fraction of the theoretical maximum amount of product (1.0 means a 100% yield; for example, 0.34 means a 34% yield). The reactants are [F:1][C:2]1[CH:8]=[CH:7][C:5]([NH2:6])=[C:4]([N+:9]([O-:11])=[O:10])[CH:3]=1.Cl.[N+:13]([O-])([O-])=O.[Na+].[CH3:18][CH:19](C(C)=O)[C:20]([O:22][CH2:23][CH3:24])=[O:21].[OH-].[Na+]. The catalyst is O.C(O)C. The product is [CH2:23]([O:22][C:20](=[O:21])[C:19](=[N:13][NH:6][C:5]1[CH:7]=[CH:8][C:2]([F:1])=[CH:3][C:4]=1[N+:9]([O-:11])=[O:10])[CH3:18])[CH3:24]. The yield is 0.460.